This data is from Catalyst prediction with 721,799 reactions and 888 catalyst types from USPTO. The task is: Predict which catalyst facilitates the given reaction. (1) Reactant: [CH3:1][C:2]1([CH3:31])[C:6]([CH3:8])([CH3:7])[O:5][B:4]([C:9]2[CH:10]=[C:11]3[C:15](=[CH:16][CH:17]=2)[N:14]([CH:18]2[CH2:23][CH2:22][N:21]([C:24]([O:26][C:27]([CH3:30])([CH3:29])[CH3:28])=[O:25])[CH2:20][CH2:19]2)[CH2:13][CH2:12]3)[O:3]1.ClC1C(Cl)C(=O)C(C#N)C(C#N)C1=O.[OH-].[Na+]. Product: [CH3:7][C:6]1([CH3:8])[C:2]([CH3:1])([CH3:31])[O:3][B:4]([C:9]2[CH:10]=[C:11]3[C:15](=[CH:16][CH:17]=2)[N:14]([CH:18]2[CH2:23][CH2:22][N:21]([C:24]([O:26][C:27]([CH3:30])([CH3:29])[CH3:28])=[O:25])[CH2:20][CH2:19]2)[CH:13]=[CH:12]3)[O:5]1. The catalyst class is: 1. (2) Reactant: [CH2:1]([S:8][C:9]1[CH:18]=[C:17]2[C:12]([C:13]([OH:19])=[CH:14][CH:15]=[N:16]2)=[CH:11][CH:10]=1)[C:2]1[CH:7]=[CH:6][CH:5]=[CH:4][CH:3]=1.C1C(=O)N([Br:27])C(=O)C1. Product: [CH2:1]([S:8][C:9]1[CH:18]=[C:17]2[C:12]([C:13]([OH:19])=[C:14]([Br:27])[CH:15]=[N:16]2)=[CH:11][CH:10]=1)[C:2]1[CH:3]=[CH:4][CH:5]=[CH:6][CH:7]=1. The catalyst class is: 58.